The task is: Predict the reactants needed to synthesize the given product.. This data is from Full USPTO retrosynthesis dataset with 1.9M reactions from patents (1976-2016). (1) Given the product [CH2:41]([C@@H:38]([NH:37][C:7]1[N:8]=[C:9]([C:11]2[CH:16]=[CH:15][CH:14]=[C:13]([NH:17][C:18]([NH:20][C:21]3[CH:22]=[CH:23][C:24]([C:27]([F:30])([F:29])[F:28])=[CH:25][CH:26]=3)=[O:19])[CH:12]=2)[C:10]2[C:2]([NH2:1])=[C:3]([C:34]([NH2:36])=[O:35])[S:4][C:5]=2[N:6]=1)[CH2:39][OH:40])[CH3:42], predict the reactants needed to synthesize it. The reactants are: [NH2:1][C:2]1[C:10]2[C:9]([C:11]3[CH:16]=[CH:15][CH:14]=[C:13]([NH:17][C:18]([NH:20][C:21]4[CH:26]=[CH:25][C:24]([C:27]([F:30])([F:29])[F:28])=[CH:23][CH:22]=4)=[O:19])[CH:12]=3)=[N:8][C:7](S(C)=O)=[N:6][C:5]=2[S:4][C:3]=1[C:34]([NH2:36])=[O:35].[NH2:37][C@H:38]([CH2:41][CH3:42])[CH2:39][OH:40]. (2) Given the product [Cl:13][C:11]1[CH:12]=[C:7]([NH:6][S:2]([CH3:1])(=[O:4])=[O:3])[C:8]([F:37])=[C:9]([C:14]2[C:18]([C:19]3[CH:24]=[CH:23][N:22]=[C:21]([NH:25][CH2:26][C@@H:27]([NH:29][C:30](=[O:33])[O:31][CH3:32])[CH3:28])[N:20]=3)=[CH:17][N:16]([CH:34]([CH3:35])[CH3:36])[N:15]=2)[CH:10]=1, predict the reactants needed to synthesize it. The reactants are: [CH3:1][S:2](Cl)(=[O:4])=[O:3].[NH2:6][C:7]1[C:8]([F:37])=[C:9]([C:14]2[C:18]([C:19]3[CH:24]=[CH:23][N:22]=[C:21]([NH:25][CH2:26][C@@H:27]([NH:29][C:30](=[O:33])[O:31][CH3:32])[CH3:28])[N:20]=3)=[CH:17][N:16]([CH:34]([CH3:36])[CH3:35])[N:15]=2)[CH:10]=[C:11]([Cl:13])[CH:12]=1.C(=O)(O)[O-].[Na+]. (3) Given the product [C:13]([O:12][C:10]([N:5]1[CH2:6][CH2:7][CH2:8][CH2:9][CH:4]1[C:1]1[S:3][C:20]([C:19]([O:18][CH3:17])=[O:25])=[C:21]([CH3:23])[N:2]=1)=[O:11])([CH3:16])([CH3:15])[CH3:14], predict the reactants needed to synthesize it. The reactants are: [C:1]([CH:4]1[CH2:9][CH2:8][CH2:7][CH2:6][N:5]1[C:10]([O:12][C:13]([CH3:16])([CH3:15])[CH3:14])=[O:11])(=[S:3])[NH2:2].[CH3:17][O:18][C:19](=[O:25])[CH:20](Cl)[C:21]([CH3:23])=O. (4) Given the product [NH2:1][C@H:2]([C:7]([NH:9][C@H:10]([C:18]([NH:20][CH2:21][CH2:22][CH2:23][CH2:24][CH2:25][CH2:26][CH2:27][CH3:28])=[O:19])[CH2:11][C:12]1[CH:17]=[CH:16][CH:15]=[CH:14][CH:13]=1)=[O:8])[CH2:3][CH:4]([CH3:5])[CH3:6], predict the reactants needed to synthesize it. The reactants are: [NH:1](C(OCC1C=CC=CC=1)=O)[C@H:2]([C:7]([NH:9][C@H:10]([C:18]([NH:20][CH2:21][CH2:22][CH2:23][CH2:24][CH2:25][CH2:26][CH2:27][CH3:28])=[O:19])[CH2:11][C:12]1[CH:17]=[CH:16][CH:15]=[CH:14][CH:13]=1)=[O:8])[CH2:3][CH:4]([CH3:6])[CH3:5].C([O-])([O-])=O.[Na+].[Na+]. (5) Given the product [Cl:24][C:21]1[CH:20]=[CH:19][C:18]([C:8]2[N:9]([C:11]3[CH:16]=[CH:15][CH:14]=[CH:13][C:12]=3[Cl:17])[N:10]=[C:3]3[C:2]([N:25]4[CH2:29][CH2:28][CH2:27][CH2:26]4)=[N:7][CH:6]=[N:5][C:4]=23)=[CH:23][CH:22]=1, predict the reactants needed to synthesize it. The reactants are: Cl[C:2]1[C:3]2[C:4](=[C:8]([C:18]3[CH:23]=[CH:22][C:21]([Cl:24])=[CH:20][CH:19]=3)[N:9]([C:11]3[CH:16]=[CH:15][CH:14]=[CH:13][C:12]=3[Cl:17])[N:10]=2)[N:5]=[CH:6][N:7]=1.[NH:25]1[CH2:29][CH2:28][CH2:27][CH2:26]1.C(OCC)(=O)C.CCCCCC. (6) Given the product [Cl:28][C:4]1[CH:3]=[C:2]([C:33]2[O:34][C:30]([CH3:29])=[CH:31][CH:32]=2)[CH:7]=[CH:6][C:5]=1[S:8]([NH:11][C:12]1[CH:17]=[C:16]([N:18]2[CH2:23][C@H:22]([CH3:24])[NH:21][C@H:20]([CH3:25])[CH2:19]2)[CH:15]=[CH:14][C:13]=1[O:26][CH3:27])(=[O:10])=[O:9], predict the reactants needed to synthesize it. The reactants are: Br[C:2]1[CH:7]=[CH:6][C:5]([S:8]([NH:11][C:12]2[CH:17]=[C:16]([N:18]3[CH2:23][C@H:22]([CH3:24])[NH:21][C@H:20]([CH3:25])[CH2:19]3)[CH:15]=[CH:14][C:13]=2[O:26][CH3:27])(=[O:10])=[O:9])=[C:4]([Cl:28])[CH:3]=1.[CH3:29][C:30]1[O:34][C:33](B(O)O)=[CH:32][CH:31]=1.CC(C)([O-])C.[K+].